From a dataset of Reaction yield outcomes from USPTO patents with 853,638 reactions. Predict the reaction yield, written as a fraction of the theoretical maximum amount of product (1.0 means a 100% yield; for example, 0.34 means a 34% yield). The reactants are I[C:2]1[CH:7]=[CH:6][C:5]([O:8][CH3:9])=[CH:4][C:3]=1[OH:10].[CH:11]#[C:12][CH3:13]. The catalyst is CN(C)C=O.CN(C)C(N(C)C)=N.[Cu]I.Cl[Pd](Cl)([P](C1C=CC=CC=1)(C1C=CC=CC=1)C1C=CC=CC=1)[P](C1C=CC=CC=1)(C1C=CC=CC=1)C1C=CC=CC=1. The product is [CH3:9][O:8][C:5]1[CH:6]=[CH:7][C:2]2[CH:11]=[C:12]([CH3:13])[O:10][C:3]=2[CH:4]=1. The yield is 0.690.